Dataset: Forward reaction prediction with 1.9M reactions from USPTO patents (1976-2016). Task: Predict the product of the given reaction. (1) The product is: [N:20]1([C:2]2[C:12]3[O:11][CH2:10][CH2:9][N:8]([C:13]([O:15][C:16]([CH3:19])([CH3:18])[CH3:17])=[O:14])[CH2:7][C:6]=3[CH:5]=[CH:4][CH:3]=2)[CH2:25][CH2:24][CH2:23][CH2:22][CH2:21]1. Given the reactants Br[C:2]1[C:12]2[O:11][CH2:10][CH2:9][N:8]([C:13]([O:15][C:16]([CH3:19])([CH3:18])[CH3:17])=[O:14])[CH2:7][C:6]=2[CH:5]=[CH:4][CH:3]=1.[NH:20]1[CH2:25][CH2:24][CH2:23][CH2:22][CH2:21]1.CC(C)([O-])C.[Na+].O1CCOCC1, predict the reaction product. (2) Given the reactants [CH3:1][O:2][C:3]1[CH:4]=[C:5]([CH2:10][C@@H:11]2[C@@H:16]([CH2:17][C:18]3[CH:19]=[CH:20][C:21]([OH:26])=[C:22]([O:24][CH3:25])[CH:23]=3)[C:14](=[O:15])[O:13][CH2:12]2)[CH:6]=[CH:7][C:8]=1[OH:9].[C:27]([O:46]C(=O)CCCCCCCCCCCCCCCCC)(=[O:45])[CH2:28][CH2:29][CH2:30][CH2:31][CH2:32][CH2:33][CH2:34][CH2:35][CH2:36][CH2:37][CH2:38][CH2:39][CH2:40][CH2:41][CH2:42][CH2:43][CH3:44], predict the reaction product. The product is: [CH3:1][O:2][C:3]1[CH:4]=[C:5]([CH2:10][C@@H:11]2[C@@H:16]([CH2:17][C:18]3[CH:19]=[CH:20][C:21]([OH:26])=[C:22]([O:24][CH3:25])[CH:23]=3)[C:14](=[O:15])[O:13][CH2:12]2)[CH:6]=[CH:7][C:8]=1[OH:9].[C:27]([O-:46])(=[O:45])[CH2:28][CH2:29][CH2:30][CH2:31][CH2:32][CH2:33][CH2:34][CH2:35][CH2:36][CH2:37][CH2:38][CH2:39][CH2:40][CH2:41][CH2:42][CH2:43][CH3:44]. (3) Given the reactants [H-].[Na+].[CH2:3]([N:10]1[CH2:14][CH2:13][C:12]([CH2:16][C:17]2[CH:22]=[C:21]([Cl:23])[CH:20]=[CH:19][C:18]=2F)([OH:15])[CH2:11]1)[C:4]1[CH:9]=[CH:8][CH:7]=[CH:6][CH:5]=1.CN(C)C=O.O, predict the reaction product. The product is: [CH2:3]([N:10]1[CH2:14][CH2:13][C:12]2([CH2:16][C:17]3[CH:22]=[C:21]([Cl:23])[CH:20]=[CH:19][C:18]=3[O:15]2)[CH2:11]1)[C:4]1[CH:9]=[CH:8][CH:7]=[CH:6][CH:5]=1.